From a dataset of Forward reaction prediction with 1.9M reactions from USPTO patents (1976-2016). Predict the product of the given reaction. (1) Given the reactants [OH:1][C:2]1[CH:11]=[C:10]([S:12][CH2:13][CH3:14])[CH:9]=[CH:8][C:3]=1[C:4]([O:6][CH3:7])=[O:5].[C:15]([O:19][C:20]([NH:22][CH2:23][CH2:24][CH2:25]O)=[O:21])([CH3:18])([CH3:17])[CH3:16], predict the reaction product. The product is: [C:15]([O:19][C:20]([NH:22][CH2:23][CH2:24][CH2:25][O:1][C:2]1[CH:11]=[C:10]([S:12][CH2:13][CH3:14])[CH:9]=[CH:8][C:3]=1[C:4]([O:6][CH3:7])=[O:5])=[O:21])([CH3:18])([CH3:17])[CH3:16]. (2) Given the reactants [NH2:1][C:2]1[CH:3]=[C:4]([CH:10]=[CH:11][CH:12]=1)[C:5]([O:7][CH2:8][CH3:9])=[O:6].[F:13][C:14]1[CH:22]=[CH:21][CH:20]=[C:19]([F:23])[C:15]=1[C:16](Cl)=[O:17], predict the reaction product. The product is: [F:13][C:14]1[CH:22]=[CH:21][CH:20]=[C:19]([F:23])[C:15]=1[C:16]([NH:1][C:2]1[CH:3]=[C:4]([CH:10]=[CH:11][CH:12]=1)[C:5]([O:7][CH2:8][CH3:9])=[O:6])=[O:17].